From a dataset of Reaction yield outcomes from USPTO patents with 853,638 reactions. Predict the reaction yield, written as a fraction of the theoretical maximum amount of product (1.0 means a 100% yield; for example, 0.34 means a 34% yield). (1) The reactants are [F:1][C:2]1[CH:6]=[N:5][N:4]([CH3:7])[C:3]=1[C:8]1[CH:9]=[C:10]([NH2:16])[CH:11]=[CH:12][C:13]=1[O:14][CH3:15].[Cl:17][C:18]1[CH:23]=[CH:22][C:21]([N:24]=[C:25]=[O:26])=[CH:20][CH:19]=1. The catalyst is C(Cl)Cl. The product is [Cl:17][C:18]1[CH:23]=[CH:22][C:21]([NH:24][C:25]([NH:16][C:10]2[CH:11]=[CH:12][C:13]([O:14][CH3:15])=[C:8]([C:3]3[N:4]([CH3:7])[N:5]=[CH:6][C:2]=3[F:1])[CH:9]=2)=[O:26])=[CH:20][CH:19]=1. The yield is 0.490. (2) The reactants are [O:1]1[CH:5]=[CH:4][CH:3]=[C:2]1[CH2:6][NH:7][C:8](=[O:19])[C:9]1[CH:14]=[C:13]([N+:15]([O-:17])=[O:16])[CH:12]=[CH:11][C:10]=1F.[Cl:20][C:21]1[CH:22]=[C:23]([OH:27])[CH:24]=[N:25][CH:26]=1.C([O-])([O-])=O.[K+].[K+]. The catalyst is CS(C)=O.Cl. The product is [O:1]1[CH:5]=[CH:4][CH:3]=[C:2]1[CH2:6][NH:7][C:8](=[O:19])[C:9]1[CH:14]=[C:13]([N+:15]([O-:17])=[O:16])[CH:12]=[CH:11][C:10]=1[O:27][C:23]1[CH:22]=[C:21]([Cl:20])[CH:26]=[N:25][CH:24]=1. The yield is 1.00. (3) The reactants are [NH2:1][CH:2]([C:4]1[N:9]([C:10]2[CH:15]=[CH:14][CH:13]=[CH:12][CH:11]=2)[C:8](=[O:16])[N:7]2[CH:17]=[CH:18][CH:19]=[C:6]2[CH:5]=1)[CH3:3].Cl[C:21]1[N:29]=[CH:28][N:27]=[C:26]2[C:22]=1[N:23]=[CH:24][NH:25]2.CCN(C(C)C)C(C)C. The catalyst is CCCCO. The product is [N:29]1[C:21]([NH:1][CH:2]([C:4]2[N:9]([C:10]3[CH:15]=[CH:14][CH:13]=[CH:12][CH:11]=3)[C:8](=[O:16])[N:7]3[CH:17]=[CH:18][CH:19]=[C:6]3[CH:5]=2)[CH3:3])=[C:22]2[C:26]([NH:25][CH:24]=[N:23]2)=[N:27][CH:28]=1. The yield is 0.170. (4) The reactants are [CH3:1][C:2]([OH:13])([CH3:12])[CH2:3][N:4]1[CH:8]=[CH:7][C:6]([N+:9]([O-:11])=[O:10])=[N:5]1.CN(C=O)C.[H-].[Na+].[C:21]([O:24][CH2:25][CH3:26])(=O)C. The catalyst is [NH4+].[Cl-]. The product is [CH3:12][C:2]([O:13][CH2:26][C@@H:25]1[CH2:21][O:24]1)([CH3:1])[CH2:3][N:4]1[CH:8]=[CH:7][C:6]([N+:9]([O-:11])=[O:10])=[N:5]1. The yield is 0.431. (5) The reactants are [Al+3].[Cl-].[Cl-].[Cl-].[H-].[H-].[H-].[H-].[Li+].[Al+3].C([O:13][C:14]([C:16]1([C:19](=[C:21]2[CH2:25][CH2:24][N:23]([CH2:26][C:27]3[CH:32]=[CH:31][CH:30]=[CH:29][CH:28]=3)[C:22]2=O)[OH:20])[CH2:18][CH2:17]1)=O)C.Cl. The catalyst is C1COCC1. The product is [CH2:26]([N:23]1[CH2:24][CH2:25][CH:21]([CH:19]([C:16]2([CH2:14][OH:13])[CH2:18][CH2:17]2)[OH:20])[CH2:22]1)[C:27]1[CH:28]=[CH:29][CH:30]=[CH:31][CH:32]=1. The yield is 1.00.